Dataset: Full USPTO retrosynthesis dataset with 1.9M reactions from patents (1976-2016). Task: Predict the reactants needed to synthesize the given product. (1) Given the product [CH2:20]([O:7][CH2:6][C@H:5]([NH:8][C:9]1[CH:14]=[CH:13][C:12]([C:15]([F:16])([F:17])[F:18])=[CH:11][CH:10]=1)[CH:4]([CH3:19])[CH3:3])[C:21]1[CH:26]=[CH:25][CH:24]=[CH:23][CH:22]=1, predict the reactants needed to synthesize it. The reactants are: [H-].[Na+].[CH3:3][CH:4]([CH3:19])[C@@H:5]([NH:8][C:9]1[CH:14]=[CH:13][C:12]([C:15]([F:18])([F:17])[F:16])=[CH:11][CH:10]=1)[CH2:6][OH:7].[CH2:20](Br)[C:21]1[CH:26]=[CH:25][CH:24]=[CH:23][CH:22]=1. (2) Given the product [CH:1]1([C:4]2[CH:5]=[CH:6][CH:7]=[C:8]3[C:13]=2[N:12]=[C:11]([C:14]([F:23])([F:22])[C:15]2[CH:20]=[CH:19][C:18]([F:21])=[CH:17][N:16]=2)[N:10]=[C:9]3[NH:45][C:42]2[CH:41]=[C:40]([CH3:39])[NH:44][N:43]=2)[CH2:3][CH2:2]1, predict the reactants needed to synthesize it. The reactants are: [CH:1]1([C:4]2[CH:5]=[CH:6][CH:7]=[C:8]3[C:13]=2[N:12]=[C:11]([C:14]([F:23])([F:22])[C:15]2[CH:20]=[CH:19][C:18]([F:21])=[CH:17][N:16]=2)[N:10]=[C:9]3O)[CH2:3][CH2:2]1.P(Br)(Br)(Br)=O.CCN(C(C)C)C(C)C.[CH3:39][C:40]1[NH:44][N:43]=[C:42]([NH2:45])[CH:41]=1. (3) Given the product [CH2:1]([N:8]1[C:12]([CH2:13][O:14][C:27]2[N:26]([C:30]3[CH:31]=[CH:32][CH:33]=[CH:34][CH:35]=3)[N:25]=[C:24]([CH3:23])[CH:29]=2)=[CH:11][C:10]([CH3:15])=[N:9]1)[C:2]1[CH:3]=[CH:4][CH:5]=[CH:6][CH:7]=1, predict the reactants needed to synthesize it. The reactants are: [CH2:1]([N:8]1[C:12]([CH2:13][OH:14])=[CH:11][C:10]([CH3:15])=[N:9]1)[C:2]1[CH:7]=[CH:6][CH:5]=[CH:4][CH:3]=1.C(N(CC)CC)C.[CH3:23][C:24]1[CH2:29][C:27](=O)[N:26]([C:30]2[CH:31]=[CH:32][CH:33]=[CH:34][CH:35]=2)[N:25]=1.C(=O)([O-])[O-].[Cs+].[Cs+]. (4) Given the product [Cl:1][C:2]1[CH:7]=[CH:6][C:5]([CH:8]([OH:20])[CH2:9][S:10]([C:13]2[CH:14]=[CH:15][C:16](=[O:19])[NH:17][N:18]=2)(=[O:12])=[O:11])=[CH:4][CH:3]=1, predict the reactants needed to synthesize it. The reactants are: [Cl:1][C:2]1[CH:7]=[CH:6][C:5]([C:8](=[O:20])[CH2:9][S:10]([C:13]2[CH:14]=[CH:15][C:16](=[O:19])[NH:17][N:18]=2)(=[O:12])=[O:11])=[CH:4][CH:3]=1.[BH4-].[Na+]. (5) The reactants are: [C:1]([O:5][C:6]1[CH:14]=[CH:13][C:12]([NH:15][C:16]([O:18][C:19]([CH3:22])([CH3:21])[CH3:20])=[O:17])=[CH:11][C:7]=1[C:8]([OH:10])=[O:9])([CH3:4])([CH3:3])[CH3:2].C1CCC(N=C=NC2CCCCC2)CC1.O[C:39]1[CH:44]=[CH:43][C:42]([C:45]2[S:49][S:48][C:47](=[S:50])[CH:46]=2)=[CH:41][CH:40]=1. Given the product [C:1]([O:5][C:6]1[CH:14]=[CH:13][C:12]([NH:15][C:16]([O:18][C:19]([CH3:22])([CH3:21])[CH3:20])=[O:17])=[CH:11][C:7]=1[C:8]([O:10][C:39]1[CH:40]=[CH:41][C:42]([C:45]2[S:49][S:48][C:47](=[S:50])[CH:46]=2)=[CH:43][CH:44]=1)=[O:9])([CH3:4])([CH3:3])[CH3:2], predict the reactants needed to synthesize it. (6) Given the product [Cl:1][C:2]1[CH:3]=[C:4]([C:9]2[CH:13]=[C:12]([O:14][CH2:15][CH2:16][C:17]([NH:19][CH:20]([CH:25]([CH3:26])[CH3:27])[CH2:21][CH2:22][CH2:23][N:45]([CH2:46][CH3:47])[CH2:43][CH3:44])=[O:18])[N:11]([C:28]3[CH:37]=[CH:36][C:35]4[C:30](=[CH:31][CH:32]=[CH:33][CH:34]=4)[CH:29]=3)[N:10]=2)[CH:5]=[C:6]([Cl:8])[CH:7]=1, predict the reactants needed to synthesize it. The reactants are: [Cl:1][C:2]1[CH:3]=[C:4]([C:9]2[CH:13]=[C:12]([O:14][CH2:15][CH2:16][C:17]([NH:19][CH:20]([CH:25]([CH3:27])[CH3:26])[CH2:21][CH2:22][CH:23]=O)=[O:18])[N:11]([C:28]3[CH:37]=[CH:36][C:35]4[C:30](=[CH:31][CH:32]=[CH:33][CH:34]=4)[CH:29]=3)[N:10]=2)[CH:5]=[C:6]([Cl:8])[CH:7]=1.C1COCC1.[CH2:43]([NH:45][CH2:46][CH3:47])[CH3:44].[Na].